Task: Predict the reaction yield, written as a fraction of the theoretical maximum amount of product (1.0 means a 100% yield; for example, 0.34 means a 34% yield).. Dataset: Reaction yield outcomes from USPTO patents with 853,638 reactions (1) The reactants are [Mg].II.[C:4]1([CH3:11])[CH:9]=[CH:8][C:7](Br)=[CH:6][CH:5]=1.[P:12]([O-:19])(OCC)OCC.Cl. The catalyst is C1COCC1.C1(C)C=CC=CC=1.O. The product is [CH3:11][C:4]1[CH:9]=[CH:8][C:7]([PH:12](=[O:19])[C:7]2[CH:8]=[CH:9][C:4]([CH3:11])=[CH:5][CH:6]=2)=[CH:6][CH:5]=1. The yield is 0.463. (2) The reactants are [CH3:1][C:2]1([CH3:12])[C:10]2[S:9][C:8]([NH2:11])=[N:7][C:6]=2[CH2:5][CH2:4][O:3]1.[Cl:13][C:14]1[CH:15]=[CH:16][C:17]([O:23][CH3:24])=[C:18]([CH:22]=1)[C:19](O)=[O:20].CCN=C=NCCCN(C)C.Cl.ON1C2C=CC=CC=2N=N1.C(N(CC)CC)C. The catalyst is C1COCC1.C([O-])(O)=O.[Na+]. The product is [Cl:13][C:14]1[CH:15]=[CH:16][C:17]([O:23][CH3:24])=[C:18]([CH:22]=1)[C:19]([NH:11][C:8]1[S:9][C:10]2[C:2]([CH3:12])([CH3:1])[O:3][CH2:4][CH2:5][C:6]=2[N:7]=1)=[O:20]. The yield is 0.780. (3) The reactants are [N+:1]([C:4]1[C:9]2[NH:10][CH:11]([CH2:14][OH:15])[CH2:12][O:13][C:8]=2[CH:7]=[CH:6][CH:5]=1)([O-:3])=[O:2].C(N(CC)C(C)C)(C)C.[C:25]1([CH3:35])[CH:30]=[CH:29][C:28]([S:31](Cl)(=[O:33])=[O:32])=[CH:27][CH:26]=1. The catalyst is C(Cl)Cl.CN(C1C=CN=CC=1)C. The product is [N+:1]([C:4]1[C:9]2[NH:10][CH:11]([CH2:14][O:15][S:31]([C:28]3[CH:29]=[CH:30][C:25]([CH3:35])=[CH:26][CH:27]=3)(=[O:33])=[O:32])[CH2:12][O:13][C:8]=2[CH:7]=[CH:6][CH:5]=1)([O-:3])=[O:2]. The yield is 0.930.